This data is from Peptide-MHC class II binding affinity with 134,281 pairs from IEDB. The task is: Regression. Given a peptide amino acid sequence and an MHC pseudo amino acid sequence, predict their binding affinity value. This is MHC class II binding data. (1) The peptide sequence is MYRELLELVAADVES. The MHC is DRB1_0901 with pseudo-sequence DRB1_0901. The binding affinity (normalized) is 0.432. (2) The peptide sequence is TWQGGSGMASHIIYE. The MHC is DRB1_1201 with pseudo-sequence DRB1_1201. The binding affinity (normalized) is 0.252. (3) The peptide sequence is KKPFALLLVLAGWLFHV. The MHC is DRB4_0103 with pseudo-sequence DRB4_0103. The binding affinity (normalized) is 0. (4) The peptide sequence is IAEILIIIMRTFRIA. The MHC is DRB5_0101 with pseudo-sequence DRB5_0101. The binding affinity (normalized) is 0.624. (5) The peptide sequence is LKRLWKMLDPRQGLA. The MHC is HLA-DQA10102-DQB10501 with pseudo-sequence HLA-DQA10102-DQB10501. The binding affinity (normalized) is 0.631. (6) The peptide sequence is EHGSDEWVAMTKGEG. The MHC is DRB1_1201 with pseudo-sequence DRB1_1201. The binding affinity (normalized) is 0. (7) The peptide sequence is INALISDNLLMKNRL. The MHC is DRB1_0101 with pseudo-sequence DRB1_0101. The binding affinity (normalized) is 0.710. (8) The peptide sequence is GGRLAFQEFMIVPCE. The MHC is DRB1_1101 with pseudo-sequence DRB1_1101. The binding affinity (normalized) is 0.195.